Predict the reactants needed to synthesize the given product. From a dataset of Full USPTO retrosynthesis dataset with 1.9M reactions from patents (1976-2016). (1) The reactants are: Cl([O-])=O.[Na+].[Cl:5][C:6]1[CH:7]=[C:8]([C@@H:12]2[C@@H:17]([C:18]3[CH:23]=[CH:22][C:21]([Cl:24])=[CH:20][CH:19]=3)[N:16]([C@@H:25]([CH:34]3[CH2:36][CH2:35]3)[CH2:26][NH:27][S:28]([CH:31]3[CH2:33][CH2:32]3)(=[O:30])=[O:29])[C:15](=[O:37])[C@@:14]([CH2:41][CH3:42])([CH2:38][CH:39]=[O:40])[CH2:13]2)[CH:9]=[CH:10][CH:11]=1.C([OH:47])(C)(C)C.C1COCC1. Given the product [Cl:5][C:6]1[CH:7]=[C:8]([C@@H:12]2[C@@H:17]([C:18]3[CH:19]=[CH:20][C:21]([Cl:24])=[CH:22][CH:23]=3)[N:16]([C@@H:25]([CH:34]3[CH2:36][CH2:35]3)[CH2:26][NH:27][S:28]([CH:31]3[CH2:32][CH2:33]3)(=[O:30])=[O:29])[C:15](=[O:37])[C@:14]([CH2:38][C:39]([OH:47])=[O:40])([CH2:41][CH3:42])[CH2:13]2)[CH:9]=[CH:10][CH:11]=1, predict the reactants needed to synthesize it. (2) Given the product [CH:6]1([C:4]([N:3]([CH2:9][C:10]2[CH:15]=[C:14]([C:16]([F:17])([F:18])[F:19])[CH:13]=[CH:12][C:11]=2[C:20]2[CH:25]=[C:24]([C:26]([F:28])([F:29])[F:27])[CH:23]=[C:22]([C@@H:30]([CH3:46])[C:31]([OH:32])=[O:47])[CH:21]=2)[CH2:1][CH3:2])=[O:5])[CH2:7][CH2:8]1, predict the reactants needed to synthesize it. The reactants are: [CH2:1]([N:3]([CH2:9][C:10]1[CH:15]=[C:14]([C:16]([F:19])([F:18])[F:17])[CH:13]=[CH:12][C:11]=1[C:20]1[CH:25]=[C:24]([C:26]([F:29])([F:28])[F:27])[CH:23]=[C:22]([C@@H:30]([CH3:46])[C:31](N2[C@H](C)[C@H](C3C=CC=CC=3)OC2=O)=[O:32])[CH:21]=1)[C:4]([CH:6]1[CH2:8][CH2:7]1)=[O:5])[CH3:2].[OH-:47].[Li+].OO.Cl. (3) The reactants are: C(O/[CH:4]=[CH:5]/[C:6](=O)[C:7]([F:13])([F:12])[C:8]([F:11])([F:10])[F:9])C.[CH3:15][S:16][CH:17]([CH3:25])/[CH:18]=[CH:19]/[N:20]1CCCC1.C([O-])(=O)C.[NH4+].O. Given the product [CH3:15][S:16][CH:17]([C:18]1[CH:4]=[CH:5][C:6]([C:7]([F:12])([F:13])[C:8]([F:9])([F:10])[F:11])=[N:20][CH:19]=1)[CH3:25], predict the reactants needed to synthesize it. (4) Given the product [CH3:1][O:2][CH2:3][CH2:4][O:5][CH2:6][N:7]1[C:11]([C@@H:12]2[CH2:17][CH2:16][CH2:15][CH2:14][C@H:13]2[OH:18])=[CH:10][CH:9]=[N:8]1, predict the reactants needed to synthesize it. The reactants are: [CH3:1][O:2][CH2:3][CH2:4][O:5][CH2:6][N:7]1[C:11]([C@H:12]2[CH2:17][CH2:16][CH2:15][CH2:14][C@@H:13]2[OH:18])=[CH:10][CH:9]=[N:8]1. (5) Given the product [CH3:20][CH:18]1[C:3]2[C:2](=[CH:7][CH:6]=[C:5]([C:8]3[CH:9]=[CH:10][C:11]([C:14]([F:15])([F:16])[F:17])=[CH:12][CH:13]=3)[CH:4]=2)[NH:1][C:23](=[O:24])[NH:19]1, predict the reactants needed to synthesize it. The reactants are: [NH2:1][C:2]1[CH:7]=[CH:6][C:5]([C:8]2[CH:13]=[CH:12][C:11]([C:14]([F:17])([F:16])[F:15])=[CH:10][CH:9]=2)=[CH:4][C:3]=1[C:18]#[N:19].[CH3:20][Mg]Br.[CH3:23][O:24]C(Cl)=O. (6) Given the product [F:54][C:55]1[CH:56]=[CH:57][C:58]2[N:59]([CH:61]=[C:62]([C:64]([NH:66][C@H:67]3[CH2:72][CH2:71][C@@H:70]([N:73]4[C:78](=[O:79])[C:77]5[CH:80]=[C:81]([F:84])[CH:82]=[N:83][C:76]=5[N:75]([C:85]5[CH:90]=[C:89]([C:40]6[CH:39]=[CH:38][C:37]([OH:36])=[CH:44][C:41]=6[CH:42]=[O:43])[CH:88]=[CH:87][CH:86]=5)[C:74]4=[O:92])[CH2:69][CH2:68]3)=[O:65])[N:63]=2)[CH:60]=1, predict the reactants needed to synthesize it. The reactants are: C1(P(C2CCCCC2)C2C=CC=CC=2C2C(OC)=CC=CC=2OC)CCCCC1.C(=O)([O-])[O-].[K+].[K+].[OH:36][C:37]1[CH:38]=[CH:39][C:40](B2OC(C)(C)C(C)(C)O2)=[C:41]([CH:44]=1)[CH:42]=[O:43].[F:54][C:55]1[CH:56]=[CH:57][C:58]2[N:59]([CH:61]=[C:62]([C:64]([NH:66][C@H:67]3[CH2:72][CH2:71][C@@H:70]([N:73]4[C:78](=[O:79])[C:77]5[CH:80]=[C:81]([F:84])[CH:82]=[N:83][C:76]=5[N:75]([C:85]5[CH:90]=[CH:89][CH:88]=[C:87](I)[CH:86]=5)[C:74]4=[O:92])[CH2:69][CH2:68]3)=[O:65])[N:63]=2)[CH:60]=1. (7) Given the product [ClH:12].[CH3:1][C:2]1[N:11]=[CH:10][CH:9]=[CH:8][C:3]=1[C:4]([OH:6])=[O:5], predict the reactants needed to synthesize it. The reactants are: [CH3:1][C:2]1[N:11]=[CH:10][CH:9]=[CH:8][C:3]=1[C:4]([O:6]C)=[O:5].[ClH:12]. (8) The reactants are: [Cl:1][C:2]1[CH:3]=[C:4]([CH:12]=[CH:13][C:14]=1[Cl:15])[O:5][CH:6]1[CH2:11][CH2:10][NH:9][CH2:8][CH2:7]1.C(N(CC)CC)C.Br[CH2:24][CH2:25][CH2:26][NH:27][C:28](=[O:34])[O:29][C:30]([CH3:33])([CH3:32])[CH3:31]. Given the product [Cl:1][C:2]1[CH:3]=[C:4]([CH:12]=[CH:13][C:14]=1[Cl:15])[O:5][CH:6]1[CH2:11][CH2:10][N:9]([CH2:24][CH2:25][CH2:26][NH:27][C:28](=[O:34])[O:29][C:30]([CH3:33])([CH3:32])[CH3:31])[CH2:8][CH2:7]1, predict the reactants needed to synthesize it. (9) The reactants are: [Br:1][C:2]1[CH:7]=[CH:6][C:5]([C:8]2(CC#N)[CH2:10][CH2:9]2)=[CH:4][CH:3]=1.[OH-:14].[K+].[CH3:16][CH2:17][OH:18]. Given the product [Br:1][C:2]1[CH:7]=[CH:6][C:5]([C:8]2([CH2:16][C:17]([OH:14])=[O:18])[CH2:10][CH2:9]2)=[CH:4][CH:3]=1, predict the reactants needed to synthesize it. (10) Given the product [OH:23][C:7]1[C:6]2[C:11](=[C:12]([CH3:13])[C:3]([O:2][CH3:1])=[CH:4][CH:5]=2)[N:10]=[C:9]([N:14]2[CH:18]=[CH:17][C:16]([C:19]([F:22])([F:21])[F:20])=[N:15]2)[CH:8]=1, predict the reactants needed to synthesize it. The reactants are: [CH3:1][O:2][C:3]1[C:12]([CH3:13])=[C:11]2[C:6]([C:7]([O:23]CC3C=CC(OC)=CC=3)=[CH:8][C:9]([N:14]3[CH:18]=[CH:17][C:16]([C:19]([F:22])([F:21])[F:20])=[N:15]3)=[N:10]2)=[CH:5][CH:4]=1.C([O-])=O.[NH4+].